Dataset: Full USPTO retrosynthesis dataset with 1.9M reactions from patents (1976-2016). Task: Predict the reactants needed to synthesize the given product. (1) Given the product [CH3:1][O:2][C:3]1[CH:4]=[C:5]2[C:10](=[CH:11][C:12]=1[O:13][CH3:14])[N:9]=[CH:8][N:7]=[C:6]2[O:15][C:16]1[CH:22]=[CH:21][C:19]([NH:20][C:41](=[O:47])[O:40][CH2:38][CH2:61][CH2:60][S:59][C:56]2[CH:57]=[CH:58][C:53]([C:49]([CH3:50])([CH3:52])[CH3:51])=[CH:54][CH:55]=2)=[CH:18][CH:17]=1, predict the reactants needed to synthesize it. The reactants are: [CH3:1][O:2][C:3]1[CH:4]=[C:5]2[C:10](=[CH:11][C:12]=1[O:13][CH3:14])[N:9]=[CH:8][N:7]=[C:6]2[O:15][C:16]1[CH:22]=[CH:21][C:19]([NH2:20])=[CH:18][CH:17]=1.C1(C)C=CC=CC=1.C(N(CC)CC)C.Cl[C:38](Cl)([O:40][C:41](=[O:47])OC(Cl)(Cl)Cl)Cl.[C:49]([C:53]1[CH:58]=[CH:57][C:56]([S:59][CH2:60][CH2:61]CO)=[CH:55][CH:54]=1)([CH3:52])([CH3:51])[CH3:50]. (2) Given the product [C:41]([CH2:40][CH2:39][C:10]1[C:11]([CH2:15][CH2:16][CH2:17][CH2:18][CH2:19][CH2:20][O:21][C:22]2[CH:27]=[C:26]([C:28]3[CH:32]=[CH:31][S:30][CH:29]=3)[CH:25]=[C:24]([C:33]3[CH:34]=[CH:35][N:36]=[CH:37][CH:38]=3)[CH:23]=2)=[CH:12][CH:13]=[CH:14][C:9]=1[O:8][CH2:7][CH2:6][CH2:5][C:4]([OH:46])=[O:3])([OH:43])=[O:42], predict the reactants needed to synthesize it. The reactants are: C([O:3][C:4](=[O:46])[CH2:5][CH2:6][CH2:7][O:8][C:9]1[CH:14]=[CH:13][CH:12]=[C:11]([CH2:15][CH2:16][CH2:17][CH2:18][CH2:19][CH2:20][O:21][C:22]2[CH:27]=[C:26]([C:28]3[CH:32]=[CH:31][S:30][CH:29]=3)[CH:25]=[C:24]([C:33]3[CH:38]=[CH:37][N:36]=[CH:35][CH:34]=3)[CH:23]=2)[C:10]=1[CH2:39][CH2:40][C:41]([O:43]CC)=[O:42])C.[OH-].[Na+]. (3) Given the product [CH3:37][C:27]1[CH:32]=[CH:31][C:30]([S:33]([O:19][CH2:18][CH:2]([OH:1])[CH2:3][CH2:4][N:5]2[C:10](=[O:11])[CH:9]=[N:8][C:7]3[CH:12]=[CH:13][C:14]([O:16][CH3:17])=[N:15][C:6]2=3)(=[O:35])=[O:34])=[CH:29][CH:28]=1, predict the reactants needed to synthesize it. The reactants are: [OH:1][CH:2]([CH2:18][OH:19])[CH2:3][CH2:4][N:5]1[C:10](=[O:11])[CH:9]=[N:8][C:7]2[CH:12]=[CH:13][C:14]([O:16][CH3:17])=[N:15][C:6]1=2.C(N(CC)CC)C.[C:27]1([CH3:37])[CH:32]=[CH:31][C:30]([S:33](Cl)(=[O:35])=[O:34])=[CH:29][CH:28]=1.O.